Dataset: NCI-60 drug combinations with 297,098 pairs across 59 cell lines. Task: Regression. Given two drug SMILES strings and cell line genomic features, predict the synergy score measuring deviation from expected non-interaction effect. Drug 1: C1=NC2=C(N1)C(=S)N=C(N2)N. Drug 2: C1=NC2=C(N=C(N=C2N1C3C(C(C(O3)CO)O)O)F)N. Cell line: RPMI-8226. Synergy scores: CSS=38.4, Synergy_ZIP=4.20, Synergy_Bliss=4.79, Synergy_Loewe=-19.3, Synergy_HSA=4.83.